This data is from Forward reaction prediction with 1.9M reactions from USPTO patents (1976-2016). The task is: Predict the product of the given reaction. Given the reactants [CH3:1][O:2][C:3](=[O:29])[C:4]1[CH:9]=[CH:8][C:7](/[CH:10]=[CH:11]/[C:12](=[O:26])[C:13]2[C:14]([NH:19][C:20]3[CH:25]=[CH:24][CH:23]=[CH:22][CH:21]=3)=[N:15][CH:16]=[CH:17][CH:18]=2)=[C:6]([O:27][CH3:28])[CH:5]=1.[H][H], predict the reaction product. The product is: [CH3:1][O:2][C:3](=[O:29])[C:4]1[CH:9]=[CH:8][C:7]([CH2:10][CH2:11][C:12](=[O:26])[C:13]2[C:14]([NH:19][C:20]3[CH:25]=[CH:24][CH:23]=[CH:22][CH:21]=3)=[N:15][CH:16]=[CH:17][CH:18]=2)=[C:6]([O:27][CH3:28])[CH:5]=1.